Dataset: Forward reaction prediction with 1.9M reactions from USPTO patents (1976-2016). Task: Predict the product of the given reaction. (1) Given the reactants [Cl:1][C:2]1[CH:7]=[CH:6][C:5]([OH:8])=[CH:4][N:3]=1.[O:9]1[CH2:14][CH2:13][N:12]([CH2:15][CH2:16][O:17][C:18]2[CH:19]=[C:20](B(O)O)[CH:21]=[CH:22][CH:23]=2)[CH2:11][CH2:10]1.C(N(CC)CC)C, predict the reaction product. The product is: [Cl:1][C:2]1[N:3]=[CH:4][C:5]([O:8][C:22]2[CH:23]=[C:18]([CH:19]=[CH:20][CH:21]=2)[O:17][CH2:16][CH2:15][N:12]2[CH2:11][CH2:10][O:9][CH2:14][CH2:13]2)=[CH:6][CH:7]=1. (2) Given the reactants [NH2:1][CH2:2][C:3]1[CH:4]=[C:5]([CH:9]([CH3:31])[C:10]([NH:12][CH2:13][C:14]2[C:15]([C:24]3[CH:25]=[C:26]([CH3:30])[CH:27]=[CH:28][CH:29]=3)=[N:16][C:17]([C:20]([F:23])([F:22])[F:21])=[CH:18][CH:19]=2)=[O:11])[CH:6]=[CH:7][CH:8]=1.C(N(CC)CC)C.[CH3:39][S:40](Cl)(=[O:42])=[O:41], predict the reaction product. The product is: [CH3:39][S:40]([NH:1][CH2:2][C:3]1[CH:4]=[C:5]([CH:9]([CH3:31])[C:10]([NH:12][CH2:13][C:14]2[C:15]([C:24]3[CH:25]=[C:26]([CH3:30])[CH:27]=[CH:28][CH:29]=3)=[N:16][C:17]([C:20]([F:23])([F:21])[F:22])=[CH:18][CH:19]=2)=[O:11])[CH:6]=[CH:7][CH:8]=1)(=[O:42])=[O:41]. (3) Given the reactants [N+:1]([C:4]1[CH:14]=[CH:13][C:7]2[NH:8][CH2:9][CH2:10][CH2:11][O:12][C:6]=2[CH:5]=1)([O-:3])=[O:2].[CH3:15][O:16][CH2:17][C:18](Cl)=[O:19], predict the reaction product. The product is: [CH3:15][O:16][CH2:17][C:18]([N:8]1[C:7]2[CH:13]=[CH:14][C:4]([N+:1]([O-:3])=[O:2])=[CH:5][C:6]=2[O:12][CH2:11][CH2:10][CH2:9]1)=[O:19].